Dataset: Peptide-MHC class II binding affinity with 134,281 pairs from IEDB. Task: Regression. Given a peptide amino acid sequence and an MHC pseudo amino acid sequence, predict their binding affinity value. This is MHC class II binding data. The peptide sequence is TITVYAVTYYKEADY. The MHC is DRB1_1001 with pseudo-sequence DRB1_1001. The binding affinity (normalized) is 0.367.